This data is from Peptide-MHC class I binding affinity with 185,985 pairs from IEDB/IMGT. The task is: Regression. Given a peptide amino acid sequence and an MHC pseudo amino acid sequence, predict their binding affinity value. This is MHC class I binding data. (1) The peptide sequence is LMLNPNDTV. The MHC is HLA-A24:02 with pseudo-sequence HLA-A24:02. The binding affinity (normalized) is 0.304. (2) The peptide sequence is VRGGMVAPL. The MHC is HLA-A02:16 with pseudo-sequence HLA-A02:16. The binding affinity (normalized) is 0.0847.